This data is from Full USPTO retrosynthesis dataset with 1.9M reactions from patents (1976-2016). The task is: Predict the reactants needed to synthesize the given product. Given the product [CH2:1]([C:3]1[N:4]=[CH:5][NH:6][C:7]=1[CH:8]=[O:9])[CH3:2], predict the reactants needed to synthesize it. The reactants are: [CH2:1]([C:3]1[N:4]=[CH:5][NH:6][C:7]=1[CH2:8][OH:9])[CH3:2].